This data is from Catalyst prediction with 721,799 reactions and 888 catalyst types from USPTO. The task is: Predict which catalyst facilitates the given reaction. (1) Reactant: [O-:1][CH2:2][CH3:3].[Na+].[Na].[Cl:6][C:7]1[CH:8]=[N:9][N:10]([CH:12]([CH3:15])[C:13]#[N:14])[CH:11]=1. Product: [Cl:6][C:7]1[CH:8]=[N:9][N:10]([CH:12]([CH3:15])[C:13](=[NH:14])[O:1][CH2:2][CH3:3])[CH:11]=1. The catalyst class is: 8. (2) Reactant: Br[C:2]1[CH:11]=[CH:10][CH:9]=[C:8]2[C:3]=1[CH2:4][CH2:5][CH2:6][C:7]2=[O:12].[C:13]([C:15]1[CH:20]=[CH:19][C:18](B(O)O)=[CH:17][C:16]=1[F:24])#[N:14].C([O-])([O-])=O.[K+].[K+]. Product: [F:24][C:16]1[CH:17]=[C:18]([C:2]2[C:3]3[CH2:4][CH2:5][CH2:6][C:7](=[O:12])[C:8]=3[CH:9]=[CH:10][CH:11]=2)[CH:19]=[CH:20][C:15]=1[C:13]#[N:14]. The catalyst class is: 109. (3) Reactant: [F:1][C:2]1[CH:7]=[C:6]([I:8])[CH:5]=[CH:4][C:3]=1[NH:9][C:10]1[N:15]([CH3:16])[C:14](=[O:17])[CH:13]=[C:12]([O:18][C:19]2[C:20]([CH3:28])=[C:21]([CH:25]=[CH:26][CH:27]=2)[C:22](O)=[O:23])[C:11]=1[C:29](=[O:40])[NH:30][CH2:31][C:32]1[CH:37]=[CH:36][C:35]([O:38][CH3:39])=[CH:34][CH:33]=1.Cl.[CH2:42]([N:44]=C=NCCCN(C)C)C.ON1C2C=CC=CC=2N=N1.C(N(CC)C(C)C)(C)C.CN.[Cl-].[Li+]. Product: [CH3:28][C:20]1[C:21]([C:22](=[O:23])[NH:44][CH3:42])=[CH:25][CH:26]=[CH:27][C:19]=1[O:18][C:12]1[C:11]([C:29]([NH:30][CH2:31][C:32]2[CH:33]=[CH:34][C:35]([O:38][CH3:39])=[CH:36][CH:37]=2)=[O:40])=[C:10]([NH:9][C:3]2[CH:4]=[CH:5][C:6]([I:8])=[CH:7][C:2]=2[F:1])[N:15]([CH3:16])[C:14](=[O:17])[CH:13]=1. The catalyst class is: 42. (4) Reactant: Br[C:2]1[C:7]([CH:8]=[O:9])=[C:6]([Cl:10])[N:5]=[CH:4][CH:3]=1.[C:11]1(=[O:24])[C:16]2=[CH:17][C:18]3[CH2:19][CH2:20][CH2:21][CH2:22][C:23]=3[N:15]2[CH2:14][CH2:13][NH:12]1.CC1(C)C2C(=C(P(C3C=CC=CC=3)C3C=CC=CC=3)C=CC=2)OC2C(P(C3C=CC=CC=3)C3C=CC=CC=3)=CC=CC1=2.C([O-])([O-])=O.[Cs+].[Cs+]. Product: [Cl:10][C:6]1[N:5]=[CH:4][CH:3]=[C:2]([N:12]2[CH2:13][CH2:14][N:15]3[C:23]4[CH2:22][CH2:21][CH2:20][CH2:19][C:18]=4[CH:17]=[C:16]3[C:11]2=[O:24])[C:7]=1[CH:8]=[O:9]. The catalyst class is: 102.